From a dataset of Peptide-MHC class I binding affinity with 185,985 pairs from IEDB/IMGT. Regression. Given a peptide amino acid sequence and an MHC pseudo amino acid sequence, predict their binding affinity value. This is MHC class I binding data. (1) The peptide sequence is CLWWTCYMLV. The MHC is HLA-A02:02 with pseudo-sequence HLA-A02:02. The binding affinity (normalized) is 0.304. (2) The MHC is HLA-B15:42 with pseudo-sequence HLA-B15:42. The peptide sequence is FLNPVIYTF. The binding affinity (normalized) is 0.213. (3) The peptide sequence is QVPLRPMTSK. The MHC is HLA-A33:01 with pseudo-sequence HLA-A33:01. The binding affinity (normalized) is 0.0645. (4) The peptide sequence is DHQAAMQII. The MHC is HLA-B38:01 with pseudo-sequence HLA-B38:01. The binding affinity (normalized) is 0.554.